From a dataset of Catalyst prediction with 721,799 reactions and 888 catalyst types from USPTO. Predict which catalyst facilitates the given reaction. (1) Reactant: C([O-])([O-])=O.[Na+].[Na+].Br[C:8]1[CH:13]=[CH:12][N:11]([CH3:14])[C:10](=[O:15])[CH:9]=1.[CH:16]1([CH:19]([C:38]2[CH:43]=[CH:42][C:41](B3OC(C)(C)C(C)(C)O3)=[CH:40][CH:39]=2)[N:20]2[CH2:25][CH2:24][C:23]([CH2:32][C:33]([OH:36])([CH3:35])[CH3:34])([C:26]3[CH:31]=[CH:30][CH:29]=[CH:28][CH:27]=3)[O:22][C:21]2=[O:37])[CH2:18][CH2:17]1. Product: [CH:16]1([CH:19]([C:38]2[CH:43]=[CH:42][C:41]([C:8]3[CH:13]=[CH:12][N:11]([CH3:14])[C:10](=[O:15])[CH:9]=3)=[CH:40][CH:39]=2)[N:20]2[CH2:25][CH2:24][C:23]([CH2:32][C:33]([OH:36])([CH3:35])[CH3:34])([C:26]3[CH:31]=[CH:30][CH:29]=[CH:28][CH:27]=3)[O:22][C:21]2=[O:37])[CH2:17][CH2:18]1. The catalyst class is: 9. (2) Reactant: [N+:1]([C:4]1[N:5]([CH2:9][C:10]#[CH:11])[CH:6]=[CH:7][N:8]=1)([O-:3])=[O:2].[C:12]([O:15][CH:16]([CH2:21][O:22][S:23]([C:26]1[CH:32]=[CH:31][C:29]([CH3:30])=[CH:28][CH:27]=1)(=[O:25])=[O:24])[CH2:17][N:18]=[N+:19]=[N-:20])(=[O:14])[CH3:13].CCN(C(C)C)C(C)C. Product: [C:12]([O:15][CH:16]([CH2:21][O:22][S:23]([C:26]1[CH:32]=[CH:31][C:29]([CH3:30])=[CH:28][CH:27]=1)(=[O:25])=[O:24])[CH2:17][N:18]1[CH:11]=[C:10]([CH2:9][N:5]2[CH:6]=[CH:7][N:8]=[C:4]2[N+:1]([O-:3])=[O:2])[N:20]=[N:19]1)(=[O:14])[CH3:13]. The catalyst class is: 356. (3) Reactant: O1C[CH2:5][CH:4]([O:7][CH:8]([C:10]2[CH:18]=[CH:17][C:13]([C:14](O)=[O:15])=[CH:12][CH:11]=2)[CH3:9])[CH2:3][CH2:2]1.Cl.C(N=C=N[CH2:25][CH2:26][CH2:27]N(C)C)C.ON1C2C=CC=CC=2N=N1.C(N(CC)CC)C.[NH2:48][CH2:49][C:50]1[C:51]([OH:58])=[N:52][C:53]([CH3:57])=[CH:54][C:55]=1[CH3:56]. Product: [OH:58][C:51]1[C:50]([CH2:49][NH:48][C:14](=[O:15])[C:13]2[CH:17]=[CH:18][C:10]([CH:8]([O:7][C:4]3[CH:5]=[C:26]([CH3:25])[CH:27]=[CH:2][CH:3]=3)[CH3:9])=[CH:11][CH:12]=2)=[C:55]([CH3:56])[CH:54]=[C:53]([CH3:57])[N:52]=1. The catalyst class is: 4. (4) Reactant: [F:1][C:2]([F:30])([F:29])[C:3]([N:5]1[CH:10]2[CH2:11][CH2:12][CH:6]1[CH2:7][CH:8]([CH:13]1[C:26]3[CH:25]=[CH:24][C:23]([C:27]#[N:28])=[CH:22][C:21]=3[O:20][C:19]3[C:14]1=[CH:15][CH:16]=[CH:17][CH:18]=3)[CH2:9]2)=[O:4].[N-:31]=[N+:32]=[N-:33].[Na+].[Cl-].[NH4+].O. Product: [F:30][C:2]([F:29])([F:1])[C:3]([N:5]1[CH:10]2[CH2:11][CH2:12][CH:6]1[CH2:7][CH:8]([CH:13]1[C:26]3[CH:25]=[CH:24][C:23]([C:27]4[NH:33][N:32]=[N:31][N:28]=4)=[CH:22][C:21]=3[O:20][C:19]3[C:14]1=[CH:15][CH:16]=[CH:17][CH:18]=3)[CH2:9]2)=[O:4]. The catalyst class is: 3. (5) Reactant: [Cl-].[Al+3].[Cl-].[Cl-].[Cl:5][CH2:6][C:7](Cl)=[O:8].[Cl:10][C:11]1[CH:22]=[CH:21][C:14]2[N:15]([CH3:20])[C:16](=[O:19])[N:17]([CH3:18])[C:13]=2[CH:12]=1. Product: [Cl:10][C:11]1[C:22]([C:7](=[O:8])[CH2:6][Cl:5])=[CH:21][C:14]2[N:15]([CH3:20])[C:16](=[O:19])[N:17]([CH3:18])[C:13]=2[CH:12]=1. The catalyst class is: 26. (6) Reactant: [F:1][C:2]1[N:7]=[C:6]([NH2:8])[CH:5]=[CH:4][CH:3]=1.[Cl:9][CH:10]([Cl:15])[C:11]([CH2:13]Cl)=O. Product: [Cl:9][CH:10]([Cl:15])[C:11]1[N:8]=[C:6]2[CH:5]=[CH:4][CH:3]=[C:2]([F:1])[N:7]2[CH:13]=1. The catalyst class is: 57. (7) Reactant: Br[C:2]1[C:3]([NH:10][CH2:11][C:12]([CH3:15])([CH3:14])[CH3:13])=[N:4][C:5]([C:8]#[N:9])=[N:6][CH:7]=1.[CH2:16]([N:19]1[CH2:24][CH2:23][S:22](=[O:26])(=[O:25])[CH2:21][CH2:20]1)[C:17]#[CH:18].C(N(CC)CC)C. Product: [CH3:13][C:12]([CH3:15])([CH3:14])[CH2:11][N:10]1[C:3]2[N:4]=[C:5]([C:8]#[N:9])[N:6]=[CH:7][C:2]=2[CH:18]=[C:17]1[CH2:16][N:19]1[CH2:20][CH2:21][S:22](=[O:25])(=[O:26])[CH2:23][CH2:24]1. The catalyst class is: 654.